This data is from Reaction yield outcomes from USPTO patents with 853,638 reactions. The task is: Predict the reaction yield, written as a fraction of the theoretical maximum amount of product (1.0 means a 100% yield; for example, 0.34 means a 34% yield). (1) The reactants are C(O[C:4](=[O:22])[C:5](=[CH:11][NH:12][C:13]1[CH:18]=[C:17]([O:19][CH3:20])[CH:16]=[CH:15][C:14]=1[Br:21])[C:6]([O:8][CH2:9][CH3:10])=[O:7])C.C(=O)(O)[O-].[Na+]. The catalyst is C(O)C. The product is [CH2:9]([O:8][C:6]([C:5]1[C:4](=[O:22])[C:18]2[C:13](=[C:14]([Br:21])[CH:15]=[CH:16][C:17]=2[O:19][CH3:20])[NH:12][CH:11]=1)=[O:7])[CH3:10]. The yield is 0.300. (2) The reactants are Br[C:2]1[N:7]=[C:6]([CH2:8][CH2:9][C:10]2[CH:15]=[C:14]([CH3:16])[CH:13]=[C:12]([N:17]3[C:21]([CH3:22])=[CH:20][CH:19]=[C:18]3[CH3:23])[N:11]=2)[CH:5]=[CH:4][CH:3]=1.[CH3:24][NH:25][CH2:26][CH2:27][NH:28][CH3:29]. No catalyst specified. The product is [CH3:23][C:18]1[N:17]([C:12]2[N:11]=[C:10]([CH2:9][CH2:8][C:6]3[N:7]=[C:2]([N:25]([CH3:24])[CH2:26][CH2:27][NH:28][CH3:29])[CH:3]=[CH:4][CH:5]=3)[CH:15]=[C:14]([CH3:16])[CH:13]=2)[C:21]([CH3:22])=[CH:20][CH:19]=1. The yield is 0.910. (3) The reactants are [CH2:1]([O:12][CH2:13][CH2:14][O:15][CH2:16][CH2:17][O:18][CH2:19][CH2:20][O:21][C:22]1[CH:27]=[CH:26][C:25]([OH:28])=[CH:24][CH:23]=1)[CH2:2][CH2:3][CH2:4][CH2:5][CH2:6][CH2:7][CH2:8][CH2:9][CH:10]=[CH2:11].[H-].[Na+].Br[CH2:32][C:33]([O:35][C:36]([CH3:39])([CH3:38])[CH3:37])=[O:34]. The catalyst is O1CCCC1. The product is [CH2:1]([O:12][CH2:13][CH2:14][O:15][CH2:16][CH2:17][O:18][CH2:19][CH2:20][O:21][C:22]1[CH:27]=[CH:26][C:25]([O:28][CH2:32][C:33]([O:35][C:36]([CH3:39])([CH3:38])[CH3:37])=[O:34])=[CH:24][CH:23]=1)[CH2:2][CH2:3][CH2:4][CH2:5][CH2:6][CH2:7][CH2:8][CH2:9][CH:10]=[CH2:11]. The yield is 0.790. (4) The reactants are Br[C:2]1[CH:3]=[CH:4][C:5](OCCCCCCC)=[C:6]([CH:38]=1)[C:7]([NH:9][C@@H:10]([CH2:14][C:15]1[CH:20]=[CH:19][C:18]([C:21]2[CH:26]=[CH:25][CH:24]=[CH:23][C:22]=2OC2C=CC(C(F)(F)F)=CC=2)=[CH:17][CH:16]=1)[C:11]([OH:13])=[O:12])=[O:8].[CH3:47][S:48]([C:51]1[CH:56]=[CH:55][C:54](B(O)O)=[CH:53][CH:52]=1)(=[O:50])=[O:49]. No catalyst specified. The product is [C:18]1([C:21]2[CH:22]=[CH:23][CH:24]=[CH:25][CH:26]=2)[CH:19]=[CH:20][C:15]([CH2:14][C@H:10]([NH:9][C:7]([C:6]2[CH:38]=[C:2]([C:54]3[CH:55]=[CH:56][C:51]([S:48]([CH3:47])(=[O:50])=[O:49])=[CH:52][CH:53]=3)[CH:3]=[CH:4][CH:5]=2)=[O:8])[C:11]([OH:13])=[O:12])=[CH:16][CH:17]=1. The yield is 0.870. (5) The reactants are C([O:5][C:6](=[O:23])[C:7]1[CH:12]=[C:11]([F:13])[C:10]([Cl:14])=[CH:9][C:8]=1[NH:15][C:16]([O:18]C(C)(C)C)=O)(C)(C)C.[O:24]([C:31]1[CH:39]=[CH:38][C:34](C(Cl)=O)=[CH:33][CH:32]=1)[C:25]1[CH:30]=[CH:29][CH:28]=[CH:27][CH:26]=1.C(N(CC)CC)C. The catalyst is C1COCC1. The product is [Cl:14][C:10]1[C:11]([F:13])=[CH:12][C:7]([C:6]([OH:5])=[O:23])=[C:8]([NH:15][C:16](=[O:18])[C:34]2[CH:38]=[CH:39][C:31]([O:24][C:25]3[CH:30]=[CH:29][CH:28]=[CH:27][CH:26]=3)=[CH:32][CH:33]=2)[CH:9]=1. The yield is 0.00400. (6) The reactants are [Cl:1][C:2]1[C:3]2[CH:10]=[CH:9][NH:8][C:4]=2[N:5]=[CH:6][N:7]=1.C1C(=O)N([Br:18])C(=O)C1. No catalyst specified. The product is [Br:18][C:10]1[C:3]2[C:2]([Cl:1])=[N:7][CH:6]=[N:5][C:4]=2[NH:8][CH:9]=1. The yield is 0.790. (7) The reactants are C(OC(=O)[CH2:5][NH:6][C:7]([C:9]1[C:14](=[O:15])[N:13]([CH2:16][C:17]2[CH:22]=[CH:21][CH:20]=[CH:19][C:18]=2[CH3:23])[C:12]([OH:24])=[C:11]([C:25](OC)=[O:26])[C:10]=1[OH:29])=[O:8])C.OC1N(C[C:45]2[CH:50]=[CH:49][CH:48]=[CH:47]C=2C)C(=O)C=C(O)C=1C(OC)=O.C(N(C(C)C)CC)(C)C.[N:61]([CH2:64][C:65]([O:67]CC)=[O:66])=C=O. The catalyst is C(Cl)(Cl)Cl. The product is [CH:5]1([NH:6][C:7]([C:9]2[C:10]([OH:29])=[C:11]([C:25]([NH:61][CH2:64][C:65]([OH:67])=[O:66])=[O:26])[C:12](=[O:24])[N:13]([CH2:16][C:17]3[CH:22]=[CH:21][CH:20]=[CH:19][C:18]=3[CH3:23])[C:14]=2[OH:15])=[O:8])[CH2:47][CH2:48][CH2:49][CH2:50][CH2:45]1. The yield is 0.730. (8) The reactants are [CH:1]1([NH:4][C:5](=[O:43])[NH:6][C:7]2[CH:41]=[CH:40][C:10]([O:11][C:12]3[CH:17]=[CH:16][N:15]=[C:14]4[CH:18]=[C:19]([C:21]5[N:26]=[CH:25][C:24]([CH2:27][O:28][CH:29]6[CH2:32][N:31](C(OC(C)(C)C)=O)[CH2:30]6)=[CH:23][CH:22]=5)[S:20][C:13]=34)=[C:9]([F:42])[CH:8]=2)[CH2:3][CH2:2]1.C(O)(C(F)(F)F)=O. The catalyst is C(Cl)Cl. The product is [NH:31]1[CH2:30][CH:29]([O:28][CH2:27][C:24]2[CH:23]=[CH:22][C:21]([C:19]3[S:20][C:13]4[C:14](=[N:15][CH:16]=[CH:17][C:12]=4[O:11][C:10]4[CH:40]=[CH:41][C:7]([NH:6][C:5]([NH:4][CH:1]5[CH2:2][CH2:3]5)=[O:43])=[CH:8][C:9]=4[F:42])[CH:18]=3)=[N:26][CH:25]=2)[CH2:32]1. The yield is 0.840.